The task is: Regression. Given a peptide amino acid sequence and an MHC pseudo amino acid sequence, predict their binding affinity value. This is MHC class II binding data.. This data is from Peptide-MHC class II binding affinity with 134,281 pairs from IEDB. The peptide sequence is TDALRTLGSTSADEV. The MHC is HLA-DQA10104-DQB10503 with pseudo-sequence HLA-DQA10104-DQB10503. The binding affinity (normalized) is 0.0223.